This data is from hERG potassium channel inhibition data for cardiac toxicity prediction from Karim et al.. The task is: Regression/Classification. Given a drug SMILES string, predict its toxicity properties. Task type varies by dataset: regression for continuous values (e.g., LD50, hERG inhibition percentage) or binary classification for toxic/non-toxic outcomes (e.g., AMES mutagenicity, cardiotoxicity, hepatotoxicity). Dataset: herg_karim. (1) The result is 0 (non-blocker). The molecule is O=C(C1CCN(c2cc(C(F)(F)F)ccn2)CC1)N1CCC(NC2CCC(O)(c3ccc(-c4ncccn4)cn3)CC2)C1. (2) The drug is CCN(CC)Cc1cc(Nc2ccnc3cc(Cl)ccc23)ccc1O.Cl. The result is 1 (blocker). (3) The molecule is CS(=O)(=O)NCCC(NC(=O)C1(N)CCCN(c2ncnc3[nH]ccc23)C1)c1ccc(Cl)cc1. The result is 0 (non-blocker). (4) The compound is Cc1ncnc(C)c1C(=O)N1CC2CN(CCC(c3cccc(F)c3)C3CCN(S(C)(=O)=O)CC3)CC2C1. The result is 0 (non-blocker). (5) The molecule is C1CN=C(N1)[C@@H]1CC1(c1ccccc1)c1ccccc1. The result is 1 (blocker). (6) The compound is C[C@H]1c2c([nH]c3ccc(C(F)(F)F)cc23)C[C@H]2CCN(CCCC3CCOCC3)C[C@@H]21. The result is 1 (blocker). (7) The result is 1 (blocker). The compound is Cc1ccccc1C(C)N1[C@H]2CC[C@@H]1C[C@@H](Oc1cccc(C(N)=O)c1)C2. (8) The drug is NS(=O)(=O)c1ccc(OCCCCN2CCCCC2)cc1. The result is 0 (non-blocker). (9) The compound is COc1cccc(C2CCCN(CCN3CCN(c4cccc(Cl)c4)C3=O)C2)c1. The result is 1 (blocker). (10) The compound is O=C(CCc1ccccc1)c1cc(F)ccc1OCC(O)CN1CCN(C(c2ccccc2)c2ccccc2)CC1. The result is 1 (blocker).